The task is: Predict the reaction yield, written as a fraction of the theoretical maximum amount of product (1.0 means a 100% yield; for example, 0.34 means a 34% yield).. This data is from Reaction yield outcomes from USPTO patents with 853,638 reactions. (1) The catalyst is C(O)C. The reactants are [Br:1][C:2]1[CH:9]=[CH:8][C:5]([CH:6]=O)=[CH:4][CH:3]=1.[C:10]([C:13]1[CH:18]=[CH:17][CH:16]=[CH:15][N:14]=1)(=[O:12])[CH3:11].C[O-].[Na+]. The yield is 0.330. The product is [Br:1][C:2]1[CH:9]=[CH:8][C:5](/[CH:6]=[CH:11]/[C:10]([C:13]2[CH:18]=[CH:17][CH:16]=[CH:15][N:14]=2)=[O:12])=[CH:4][CH:3]=1. (2) The catalyst is C(Cl)Cl. The product is [CH2:11]([C:4]1[S:3][C:2]2[NH:1][C:14](=[O:16])[N:40]([CH2:39][CH2:38][N:32]3[CH2:37][CH2:36][O:35][CH2:34][CH2:33]3)[C:7](=[O:9])[C:6]=2[CH:5]=1)[CH3:12]. The yield is 0.670. The reactants are [NH2:1][C:2]1[S:3][C:4]([CH2:11][CH3:12])=[CH:5][C:6]=1[C:7]([O:9]C)=O.Cl[C:14](Cl)([O:16]C(=O)OC(Cl)(Cl)Cl)Cl.C(N(CC)CC)C.[N:32]1([CH2:38][CH2:39][NH2:40])[CH2:37][CH2:36][O:35][CH2:34][CH2:33]1. (3) The reactants are Cl[C:2]1[N:7]=[CH:6][C:5]([F:8])=[CH:4][N:3]=1.CC1(C)C(C)(C)OB([C:17]2[CH:18]=[C:19]([NH2:23])[CH:20]=[CH:21][CH:22]=2)O1.P([O-])([O-])([O-])=O.[K+].[K+].[K+]. The catalyst is C(O)C.CO.C1(C)C=CC=CC=1.O.CC(C)([P](C(C)(C)C)([Pd][P](C(C)(C)C)(C(C)(C)C)C(C)(C)C)C(C)(C)C)C. The product is [F:8][C:5]1[CH:4]=[N:3][C:2]([C:17]2[CH:18]=[C:19]([NH2:23])[CH:20]=[CH:21][CH:22]=2)=[N:7][CH:6]=1. The yield is 1.00. (4) The reactants are [N+:1]([C:4]1[CH:9]=[CH:8][CH:7]=[CH:6][C:5]=1/[CH:10]=[CH:11]/[C:12]([OH:14])=O)([O-])=O.[H][H]. The catalyst is [Pd].CO. The product is [NH:1]1[C:4]2[C:5](=[CH:6][CH:7]=[CH:8][CH:9]=2)[CH2:10][CH2:11][C:12]1=[O:14]. The yield is 0.790. (5) The reactants are C([O:8][C:9]1[CH:14]=[CH:13][C:12]([CH2:15][C@H:16]([O:20][CH2:21][CH3:22])[C:17]([OH:19])=[O:18])=[CH:11][CH:10]=1)C1C=CC=CC=1.[C:23](OCC)(=O)[CH3:24]. The catalyst is [Pd]. The product is [CH2:23]([O:19][C:17](=[O:18])[C@@H:16]([O:20][CH2:21][CH3:22])[CH2:15][C:12]1[CH:11]=[CH:10][C:9]([OH:8])=[CH:14][CH:13]=1)[CH3:24]. The yield is 0.760. (6) The reactants are [CH3:1][C:2]1[C:3]([C:18]([O:20]C)=[O:19])=[CH:4][S:5][C:6]=1/[C:7](/[CH2:10][CH2:11][N:12]1[CH2:17][CH2:16][O:15][CH2:14][CH2:13]1)=[CH:8]\[CH3:9].[OH-].[Na+]. The catalyst is CCO.O. The product is [CH3:1][C:2]1[C:3]([C:18]([OH:20])=[O:19])=[CH:4][S:5][C:6]=1/[C:7](/[CH2:10][CH2:11][N:12]1[CH2:17][CH2:16][O:15][CH2:14][CH2:13]1)=[CH:8]\[CH3:9]. The yield is 0.577.